From a dataset of Full USPTO retrosynthesis dataset with 1.9M reactions from patents (1976-2016). Predict the reactants needed to synthesize the given product. (1) Given the product [NH2:20][C:15]1[N:14]=[C:13]([CH:10]([C:2]2[S:1][C:5]3[CH:6]=[CH:7][CH:8]=[CH:9][C:4]=3[N:3]=2)[C:11]#[N:12])[CH:18]=[CH:17][N:16]=1, predict the reactants needed to synthesize it. The reactants are: [S:1]1[C:5]2[CH:6]=[CH:7][CH:8]=[CH:9][C:4]=2[N:3]=[C:2]1[CH:10]([C:13]1[CH:18]=[CH:17][N:16]=[C:15](Cl)[N:14]=1)[C:11]#[N:12].[NH3:20]. (2) The reactants are: C(=O)([O-])[O-].[K+].[K+].[CH3:7][O:8][CH2:9][N:10]=[C:11]=[S:12].[C:13]([C:15]1[CH:20]=[CH:19][C:18]([O:21][C:22]2[CH:26]=[C:25]([CH3:27])[NH:24][N:23]=2)=[C:17]([C:28]([F:31])([F:30])[F:29])[CH:16]=1)#[N:14].Cl. Given the product [CH3:7][O:8][CH2:9][NH:10][C:11]([N:24]1[C:25]([CH3:27])=[CH:26][C:22]([O:21][C:18]2[CH:19]=[CH:20][C:15]([C:13]#[N:14])=[CH:16][C:17]=2[C:28]([F:29])([F:30])[F:31])=[N:23]1)=[S:12], predict the reactants needed to synthesize it. (3) Given the product [Br:1][CH2:35][C:25]1[CH:24]=[C:23]([F:22])[CH:28]=[CH:27][C:26]=1[C:29]1[CH:34]=[CH:33][CH:32]=[CH:31][CH:30]=1, predict the reactants needed to synthesize it. The reactants are: [Br-:1].[Br-].C1(P(C2C=CC=CC=2)C2C=CC=CC=2)C=CC=CC=1.[F:22][C:23]1[CH:28]=[CH:27][C:26]([C:29]2[CH:34]=[CH:33][CH:32]=[CH:31][CH:30]=2)=[C:25]([CH2:35]O)[CH:24]=1. (4) Given the product [C@@H:13]([NH:12][C:6]1[CH:5]=[C:4]([CH:9]=[C:8]([C:10]#[N:11])[N:7]=1)[C:3]([OH:17])=[O:2])([CH2:15][CH3:16])[CH3:14], predict the reactants needed to synthesize it. The reactants are: C[O:2][C:3](=[O:17])[C:4]1[CH:9]=[C:8]([C:10]#[N:11])[N:7]=[C:6]([NH:12][C@H:13]([CH2:15][CH3:16])[CH3:14])[CH:5]=1.[OH-].[Na+].Cl. (5) Given the product [CH3:13][CH:14]1[CH2:15][C:16]1([C:3]1[CH:4]=[CH:5][C:6]([N+:9]([O-:11])=[O:10])=[CH:7][CH:8]=1)[C:17]([NH2:12])=[O:22], predict the reactants needed to synthesize it. The reactants are: CN[C:3]1[CH:8]=[CH:7][C:6]([N+:9]([O-:11])=[O:10])=[CH:5][CH:4]=1.[N:12]1[CH:17]=[CH:16][CH:15]=[CH:14][CH:13]=1.C1(C(Cl)=[O:22])CC1. (6) Given the product [CH2:1]([N:8]1[CH2:17][C:16]([CH3:19])([CH3:18])[C:15]2[NH:14][C:13](=[O:20])[CH:12]=[C:11]([Cl:27])[C:10]=2[CH2:9]1)[C:2]1[CH:7]=[CH:6][CH:5]=[CH:4][CH:3]=1, predict the reactants needed to synthesize it. The reactants are: [CH2:1]([N:8]1[CH2:17][C:16]([CH3:19])([CH3:18])[C:15]2[NH:14][C:13](=[O:20])[C:12](C(OCC)=O)=[C:11](O)[C:10]=2[CH2:9]1)[C:2]1[CH:7]=[CH:6][CH:5]=[CH:4][CH:3]=1.[ClH:27]. (7) Given the product [OH:2][C:3]1[CH:4]=[C:5]2[C:9](=[CH:10][CH:11]=1)[CH2:8][CH:7]([C:12]([OH:14])=[O:13])[CH2:6]2, predict the reactants needed to synthesize it. The reactants are: C[O:2][C:3]1[CH:4]=[C:5]2[C:9](=[CH:10][CH:11]=1)[CH2:8][CH:7]([C:12]([O:14]C)=[O:13])[CH2:6]2.Br. (8) Given the product [CH3:12][O:11][C:10]1[CH:9]=[CH:8][C:4]([C:5]([NH2:7])=[O:6])=[CH:3][C:2]=1[NH:1][C:22]([NH2:21])=[S:23], predict the reactants needed to synthesize it. The reactants are: [NH2:1][C:2]1[CH:3]=[C:4]([CH:8]=[CH:9][C:10]=1[O:11][CH3:12])[C:5]([NH2:7])=[O:6].C([N:21]=[C:22]=[S:23])(=O)C1C=CC=CC=1.O. (9) The reactants are: [F:1][C:2]1[CH:7]=[CH:6][CH:5]=[CH:4][C:3]=1[N:8]=[C:9]=[O:10].[NH2:11][C:12]1[N:17]=[N:16][C:15]([N:18]2[CH2:23][CH2:22][N:21]([C:24]([C:26]3[CH:31]=[CH:30][CH:29]=[CH:28][C:27]=3[C:32]([F:35])([F:34])[F:33])=[O:25])[CH2:20][CH2:19]2)=[CH:14][CH:13]=1. Given the product [F:1][C:2]1[CH:7]=[CH:6][CH:5]=[CH:4][C:3]=1[NH:8][C:9]([NH:11][C:12]1[N:17]=[N:16][C:15]([N:18]2[CH2:19][CH2:20][N:21]([C:24](=[O:25])[C:26]3[CH:31]=[CH:30][CH:29]=[CH:28][C:27]=3[C:32]([F:35])([F:34])[F:33])[CH2:22][CH2:23]2)=[CH:14][CH:13]=1)=[O:10], predict the reactants needed to synthesize it. (10) Given the product [CH3:44][O:43][C:42]1[CH:33]=[C:34]2[C:39](=[CH:40][CH:41]=1)[CH:38]=[C:37]([C:45]([OH:47])=[O:46])[CH:36]=[CH:35]2, predict the reactants needed to synthesize it. The reactants are: O[Li].O.C(OC(N(C)[C@@H](C)C(N[C@H]1C2(CCOCC2)OC2C=CC=CC=2N(C[C:33]2[C:42]([O:43][CH3:44])=[CH:41][CH:40]=[C:39]3[C:34]=2[CH:35]=[CH:36][C:37]([C:45]([O:47]C)=[O:46])=[CH:38]3)C1=O)=O)=O)(C)(C)C.Cl.